This data is from Catalyst prediction with 721,799 reactions and 888 catalyst types from USPTO. The task is: Predict which catalyst facilitates the given reaction. (1) Reactant: [CH3:1][O:2][C:3]1[CH:4]=[C:5]([C:11]2[N:12]=[C:13]([NH:23][CH2:24][CH3:25])[S:14][C:15]=2[C:16]2[CH:21]=[CH:20][N:19]=[C:18](Cl)[N:17]=2)[CH:6]=[C:7]([O:9][CH3:10])[CH:8]=1.[CH3:26][S:27]([CH2:30][CH2:31][N:32]1[CH2:36][CH2:35][C@H:34]([O:37][C:38]2[N:43]=[CH:42][C:41]([NH2:44])=[CH:40][CH:39]=2)[CH2:33]1)(=[O:29])=[O:28].CC(O)C.Cl. Product: [CH3:1][O:2][C:3]1[CH:4]=[C:5]([C:11]2[N:12]=[C:13]([NH:23][CH2:24][CH3:25])[S:14][C:15]=2[C:16]2[CH:21]=[CH:20][N:19]=[C:18]([NH:44][C:41]3[CH:42]=[N:43][C:38]([O:37][C@H:34]4[CH2:35][CH2:36][N:32]([CH2:31][CH2:30][S:27]([CH3:26])(=[O:29])=[O:28])[CH2:33]4)=[CH:39][CH:40]=3)[N:17]=2)[CH:6]=[C:7]([O:9][CH3:10])[CH:8]=1. The catalyst class is: 12. (2) Reactant: [C:1]([O:5][C:6]([C:8]1[N:9]=[CH:10][C:11]([C:14]([O:16]CC)=[O:15])=[N:12][CH:13]=1)=[O:7])([CH3:4])([CH3:3])[CH3:2].[OH-].[K+]. Product: [C:1]([O:5][C:6]([C:8]1[N:9]=[CH:10][C:11]([C:14]([OH:16])=[O:15])=[N:12][CH:13]=1)=[O:7])([CH3:4])([CH3:2])[CH3:3]. The catalyst class is: 5. (3) Reactant: [F:1][C:2]([F:11])([F:10])[C:3]1[N:8]=[CH:7][C:6]([NH2:9])=[CH:5][CH:4]=1.[C:12]([O:16][C:17]([N:19]1[CH2:24][CH2:23][C:22]([C:28]#[N:29])([C:25](O)=[O:26])[CH2:21][CH2:20]1)=[O:18])([CH3:15])([CH3:14])[CH3:13].CN(C(ON1N=NC2C=CC=NC1=2)=[N+](C)C)C.F[P-](F)(F)(F)(F)F.CCN(C(C)C)C(C)C. Product: [C:28]([C:22]1([C:25](=[O:26])[NH:9][C:6]2[CH:7]=[N:8][C:3]([C:2]([F:1])([F:10])[F:11])=[CH:4][CH:5]=2)[CH2:23][CH2:24][N:19]([C:17]([O:16][C:12]([CH3:13])([CH3:14])[CH3:15])=[O:18])[CH2:20][CH2:21]1)#[N:29]. The catalyst class is: 474. (4) Reactant: [Cl:1][C:2]1[N:3]=[C:4]([Cl:12])[C:5]2[CH:10]=[CH:9][N:8]([CH3:11])[C:6]=2[N:7]=1.C1C(=O)N([Br:20])C(=O)C1. Product: [Br:20][C:10]1[C:5]2[C:4]([Cl:12])=[N:3][C:2]([Cl:1])=[N:7][C:6]=2[N:8]([CH3:11])[CH:9]=1. The catalyst class is: 3. (5) Reactant: [C:1]([O:5][C:6]([NH:8][C@@H:9]([CH:22]1[CH2:26][CH2:25][CH2:24][CH2:23]1)[C:10]([N:12]1[C@@H:19]([C:20]#[CH:21])[CH2:18][CH2:17][C@H:13]1[C:14]([OH:16])=O)=[O:11])=[O:7])([CH3:4])([CH3:3])[CH3:2].C[N:28]1CCOCC1.C(OC(Cl)=O)C(C)C.N.O1CCOCC1.OS([O-])(=O)=O.[K+]. Product: [C:1]([O:5][C:6]([NH:8][C@@H:9]([CH:22]1[CH2:26][CH2:25][CH2:24][CH2:23]1)[C:10]([N:12]1[C@@H:19]([C:20]#[CH:21])[CH2:18][CH2:17][C@H:13]1[C:14]([NH2:28])=[O:16])=[O:11])=[O:7])([CH3:2])([CH3:4])[CH3:3]. The catalyst class is: 20.